From a dataset of Reaction yield outcomes from USPTO patents with 853,638 reactions. Predict the reaction yield, written as a fraction of the theoretical maximum amount of product (1.0 means a 100% yield; for example, 0.34 means a 34% yield). (1) The reactants are Cl[C:2]1[C:11]([N:12]([CH3:16])[CH:13]([CH3:15])[CH3:14])=[N:10][C:9]2[C:4](=[CH:5][CH:6]=[C:7]([C:17]([O:19][CH3:20])=[O:18])[CH:8]=2)[N:3]=1.[Cl:21][C:22]1[CH:39]=[CH:38][C:25]2[CH:26]=[C:27](B3OC(C)(C)C(C)(C)O3)[O:28][C:24]=2[CH:23]=1.[O-]P([O-])([O-])=O.[K+].[K+].[K+]. The yield is 0.430. The product is [Cl:21][C:22]1[CH:39]=[CH:38][C:25]2[CH:26]=[C:27]([C:2]3[C:11]([N:12]([CH3:16])[CH:13]([CH3:15])[CH3:14])=[N:10][C:9]4[C:4](=[CH:5][CH:6]=[C:7]([C:17]([O:19][CH3:20])=[O:18])[CH:8]=4)[N:3]=3)[O:28][C:24]=2[CH:23]=1. The catalyst is O1CCOCC1.O.C1C=CC([P]([Pd]([P](C2C=CC=CC=2)(C2C=CC=CC=2)C2C=CC=CC=2)([P](C2C=CC=CC=2)(C2C=CC=CC=2)C2C=CC=CC=2)[P](C2C=CC=CC=2)(C2C=CC=CC=2)C2C=CC=CC=2)(C2C=CC=CC=2)C2C=CC=CC=2)=CC=1. (2) The reactants are [CH2:1]([O:8][C:9]([NH:11][C@@H:12]([C:24]([OH:26])=[O:25])[CH2:13][CH2:14][CH2:15][NH:16][C:17]([O:19][C:20]([CH3:23])([CH3:22])[CH3:21])=[O:18])=[O:10])[C:2]1[CH:7]=[CH:6][CH:5]=[CH:4][CH:3]=1.[C:27](OC(O[C:27]([CH3:30])([CH3:29])[CH3:28])N(C)C)([CH3:30])([CH3:29])[CH3:28]. The catalyst is C1(C)C=CC=CC=1. The product is [CH2:1]([O:8][C:9]([NH:11][C@@H:12]([C:24]([O:26][C:27]([CH3:30])([CH3:29])[CH3:28])=[O:25])[CH2:13][CH2:14][CH2:15][NH:16][C:17]([O:19][C:20]([CH3:21])([CH3:22])[CH3:23])=[O:18])=[O:10])[C:2]1[CH:3]=[CH:4][CH:5]=[CH:6][CH:7]=1. The yield is 0.580. (3) The reactants are [N+]([C:4]1[CH:11]=[CH:10][CH:9]=[C:8]([N+:12]([O-:14])=[O:13])[C:5]=1[C:6]#[N:7])([O-])=O.[CH3:15][O:16][C:17]1[CH:24]=[CH:23][C:20]([CH2:21][OH:22])=[CH:19][CH:18]=1. No catalyst specified. The product is [N+:12]([C:8]1[CH:9]=[CH:10][CH:11]=[C:4]([O:22][CH2:21][C:20]2[CH:23]=[CH:24][C:17]([O:16][CH3:15])=[CH:18][CH:19]=2)[C:5]=1[C:6]#[N:7])([O-:14])=[O:13]. The yield is 0.810.